This data is from Reaction yield outcomes from USPTO patents with 853,638 reactions. The task is: Predict the reaction yield, written as a fraction of the theoretical maximum amount of product (1.0 means a 100% yield; for example, 0.34 means a 34% yield). The product is [F:33][CH:2]([F:1])[C:3]1[N:7]([CH2:8][C:9]2[C:18]3[C:13](=[CH:14][CH:15]=[CH:16][CH:17]=3)[CH:12]=[CH:11][CH:10]=2)[C:6]2[CH:19]=[C:20]([N:27]3[CH2:32][CH2:31][O:30][CH2:29][CH2:28]3)[CH:21]=[C:22]([C:23]([OH:25])=[O:24])[C:5]=2[N:4]=1. The catalyst is C1COCC1. The reactants are [F:1][CH:2]([F:33])[C:3]1[N:7]([CH2:8][C:9]2[C:18]3[C:13](=[CH:14][CH:15]=[CH:16][CH:17]=3)[CH:12]=[CH:11][CH:10]=2)[C:6]2[CH:19]=[C:20]([N:27]3[CH2:32][CH2:31][O:30][CH2:29][CH2:28]3)[CH:21]=[C:22]([C:23]([O:25]C)=[O:24])[C:5]=2[N:4]=1.[Li+].[OH-]. The yield is 0.660.